This data is from Forward reaction prediction with 1.9M reactions from USPTO patents (1976-2016). The task is: Predict the product of the given reaction. Given the reactants [Br:1][C:2]1[C:6]2[C:7]([NH2:19])=[N:8][CH:9]=[C:10]([C:11]3[CH:16]=[CH:15][CH:14]=[C:13]([CH2:17]Cl)[CH:12]=3)[C:5]=2[S:4][CH:3]=1.[CH3:20][N:21]1[CH2:26][CH2:25][NH:24][CH2:23][CH2:22]1.C([O-])([O-])=[O:28].[K+].[K+], predict the reaction product. The product is: [NH4+:8].[OH-:28].[Br:1][C:2]1[C:6]2[C:7]([NH2:19])=[N:8][CH:9]=[C:10]([C:11]3[CH:16]=[CH:15][CH:14]=[C:13]([CH2:17][N:24]4[CH2:25][CH2:26][N:21]([CH3:20])[CH2:22][CH2:23]4)[CH:12]=3)[C:5]=2[S:4][CH:3]=1.